From a dataset of Full USPTO retrosynthesis dataset with 1.9M reactions from patents (1976-2016). Predict the reactants needed to synthesize the given product. (1) Given the product [CH2:1]([Si:9]([O:14][CH3:15])([O:10][CH3:11])[O:12][CH3:13])[CH2:2][CH2:3][CH2:4][CH2:5][CH:6]([CH3:8])[CH3:7].[OH-:20].[K+:32], predict the reactants needed to synthesize it. The reactants are: [CH2:1]([Si:9]([O:14][CH3:15])([O:12][CH3:13])[O:10][CH3:11])[CH2:2][CH2:3][CH2:4][CH2:5][CH:6]([CH3:8])[CH3:7].CC(CC(C)(C)C)C[Si](OC)(OC)[O:20]C.[OH-].[K+:32]. (2) Given the product [C:48]12([O:58][CH2:59][C:60]3[NH:64][CH:63]([CH:65]4[CH2:66][CH2:67][CH2:68][CH2:69][CH2:70]4)[N:62]([OH:71])[C:61]=3[C:79]3[O:80][C:10]([C:6]4[CH:5]=[C:4]([CH:9]=[CH:8][CH:7]=4)[C:3]([OH:47])=[O:2])=[N:82][N:81]=3)[CH2:55][CH:54]3[CH2:56][CH:50]([CH2:51][CH:52]([CH2:53]3)[CH2:57]1)[CH2:49]2, predict the reactants needed to synthesize it. The reactants are: C[O:2][C:3](=[O:47])[C:4]1[CH:9]=[CH:8][CH:7]=[C:6]([C:10](N(C(C2N(OCC3C=CC=CC=3)C(C3CCCCC3)NC=2COC23CC4CC(CC(C4)C2)C3)=O)N)=O)[CH:5]=1.[C:48]12([O:58][CH2:59][C:60]3[NH:64][CH:63]([CH:65]4[CH2:70][CH2:69][CH2:68][CH2:67][CH2:66]4)[N:62]([O:71]CC4C=CC=CC=4)[C:61]=3[C:79]([NH:81][NH2:82])=[O:80])[CH2:57][CH:52]3[CH2:53][CH:54]([CH2:56][CH:50]([CH2:51]3)[CH2:49]1)[CH2:55]2.C12(OCC3NC(C4CCCCC4)=NC=3C(NN)=O)CC3CC(CC(C3)C1)C2. (3) Given the product [NH:1]1[C:9]2[C:4](=[CH:5][CH:6]=[CH:7][CH:8]=2)[C:3](/[CH:10]=[CH:11]/[C:12]2[CH:17]=[CH:16][CH:15]=[CH:14][C:13]=2[N:18]2[C:23](=[O:25])[C:22]3[C:21](=[N:29][CH:28]=[CH:27][CH:26]=3)[C:19]2=[O:20])=[N:2]1, predict the reactants needed to synthesize it. The reactants are: [NH:1]1[C:9]2[C:4](=[CH:5][CH:6]=[CH:7][CH:8]=2)[C:3](/[CH:10]=[CH:11]/[C:12]2[CH:17]=[CH:16][CH:15]=[CH:14][C:13]=2[NH:18][C:19]([C:21]2[N:29]=[CH:28][CH:27]=[CH:26][C:22]=2[C:23]([OH:25])=O)=[O:20])=[N:2]1.N1C2C(=CC=CC=2)C(/C=C/C2C=CC=CC=2NC(C2C(C(O)=O)=NC=CC=2)=O)=N1.O.ON1C2C=CC=CC=2N=N1.C(Cl)CCl. (4) Given the product [F:1][C:2]1[CH:10]=[C:9]2[C:5]([C:6]([C:12]3[N:13]=[C:14]4[C:20]([C:21]([NH:35][C:36]5([CH3:49])[CH2:37][CH2:38][N:39]([C:42]([O:44][C:45]([CH3:48])([CH3:47])[CH3:46])=[O:43])[CH2:40][CH2:41]5)=[O:22])=[CH:19][NH:18][C:15]4=[N:16][CH:17]=3)=[N:7][N:8]2[CH3:11])=[CH:4][CH:3]=1, predict the reactants needed to synthesize it. The reactants are: [F:1][C:2]1[CH:10]=[C:9]2[C:5]([C:6]([C:12]3[N:13]=[C:14]4[C:20]([C:21](O)=[O:22])=[CH:19][NH:18][C:15]4=[N:16][CH:17]=3)=[N:7][N:8]2[CH3:11])=[CH:4][CH:3]=1.CCN=C=NCCCN(C)C.[NH2:35][C:36]1([CH3:49])[CH2:41][CH2:40][N:39]([C:42]([O:44][C:45]([CH3:48])([CH3:47])[CH3:46])=[O:43])[CH2:38][CH2:37]1.O. (5) Given the product [CH3:8][N:6]1[CH:7]=[C:2]([B:17]2[O:21][C:20]([CH3:23])([CH3:22])[C:19]([CH3:25])([CH3:24])[O:18]2)[CH:3]=[C:4]([NH:10][C:11]2[CH:16]=[CH:15][CH:14]=[CH:13][N:12]=2)[C:5]1=[O:9], predict the reactants needed to synthesize it. The reactants are: Br[C:2]1[CH:3]=[C:4]([NH:10][C:11]2[CH:16]=[CH:15][CH:14]=[CH:13][N:12]=2)[C:5](=[O:9])[N:6]([CH3:8])[CH:7]=1.[B:17]1([B:17]2[O:21][C:20]([CH3:23])([CH3:22])[C:19]([CH3:25])([CH3:24])[O:18]2)[O:21][C:20]([CH3:23])([CH3:22])[C:19]([CH3:25])([CH3:24])[O:18]1.CC(C1C=C(C(C)C)C(C2C=CC=CC=2P(C2CCCCC2)C2CCCCC2)=C(C(C)C)C=1)C.C([O-])(=O)C.[K+].